This data is from Forward reaction prediction with 1.9M reactions from USPTO patents (1976-2016). The task is: Predict the product of the given reaction. (1) Given the reactants [CH2:1]1[C:13]2[NH:12][C:11]3[C:6](=[CH:7][CH:8]=[CH:9][CH:10]=3)[C:5]=2[CH2:4][CH2:3][N:2]1[C:14]([O:16][C:17]([CH3:20])([CH3:19])[CH3:18])=[O:15].[H-].[Na+].I[CH3:24].O, predict the reaction product. The product is: [CH3:24][N:12]1[C:13]2[CH2:1][N:2]([C:14]([O:16][C:17]([CH3:20])([CH3:19])[CH3:18])=[O:15])[CH2:3][CH2:4][C:5]=2[C:6]2[C:11]1=[CH:10][CH:9]=[CH:8][CH:7]=2. (2) Given the reactants [Cl:1][C:2]1[C:3]2[CH:18]=[C:17]([OH:19])[C:16]([OH:20])=[CH:15][C:4]=2[S:5][C:6]=1[C:7]([N:9]1[CH2:14][CH2:13][O:12][CH2:11][CH2:10]1)=[O:8].[N+:21]([O-])([O-:23])=[O:22].[K+], predict the reaction product. The product is: [Cl:1][C:2]1[C:3]2[C:18]([N+:21]([O-:23])=[O:22])=[C:17]([OH:19])[C:16]([OH:20])=[CH:15][C:4]=2[S:5][C:6]=1[C:7]([N:9]1[CH2:10][CH2:11][O:12][CH2:13][CH2:14]1)=[O:8]. (3) Given the reactants [N:1]1[C:8]([NH2:9])=[N:7][C:5]([NH2:6])=[N:4][C:2]=1[NH2:3].C=O.[CH:12](O)=[O:13].[OH-].[Na+], predict the reaction product. The product is: [CH2:12]=[O:13].[N:1]1[C:8]([NH2:9])=[N:7][C:5]([NH2:6])=[N:4][C:2]=1[NH2:3]. (4) Given the reactants C([O:5][C:6](=[O:22])[CH2:7][C:8]1([OH:21])[CH2:13][CH:12]2[CH2:14][CH2:15][CH:9]1[CH:10]=[C:11]2[C:16]1[S:17][CH:18]=[CH:19][CH:20]=1)(C)(C)C.O[Li].O.O.CO, predict the reaction product. The product is: [OH:21][C:8]1([CH2:7][C:6]([OH:22])=[O:5])[CH2:13][CH:12]2[CH2:14][CH2:15][CH:9]1[CH:10]=[C:11]2[C:16]1[S:17][CH:18]=[CH:19][CH:20]=1. (5) Given the reactants Cl[C:2]1[CH:22]=[CH:21][C:5]([C:6]([NH:8][C:9]2[S:10][C:11]([CH3:20])=[C:12]([C:14]3[CH:19]=[CH:18][CH:17]=[CH:16][CH:15]=3)[N:13]=2)=[O:7])=[CH:4][N:3]=1.Cl.[F:24][C:25]([F:39])([F:38])[C:26]1[CH:27]=[C:28]([CH:32]2[CH2:37][CH2:36][NH:35][CH2:34][CH2:33]2)[CH:29]=[CH:30][CH:31]=1.C(N(C(C)C)CC)(C)C, predict the reaction product. The product is: [CH3:20][C:11]1[S:10][C:9]([NH:8][C:6]([C:5]2[CH:21]=[CH:22][C:2]([N:35]3[CH2:36][CH2:37][CH:32]([C:28]4[CH:29]=[CH:30][CH:31]=[C:26]([C:25]([F:24])([F:38])[F:39])[CH:27]=4)[CH2:33][CH2:34]3)=[N:3][CH:4]=2)=[O:7])=[N:13][C:12]=1[C:14]1[CH:19]=[CH:18][CH:17]=[CH:16][CH:15]=1. (6) Given the reactants Cl[C:2]1[CH:11]=[CH:10][C:9]2[C:4](=[CH:5][CH:6]=[CH:7][CH:8]=2)[N:3]=1.[CH:12]1([NH2:19])[CH2:17][CH2:16][CH:15]([NH2:18])[CH2:14][CH2:13]1, predict the reaction product. The product is: [N:3]1[C:4]2[C:9](=[CH:8][CH:7]=[CH:6][CH:5]=2)[CH:10]=[CH:11][C:2]=1[NH:18][CH:15]1[CH2:16][CH2:17][CH:12]([NH2:19])[CH2:13][CH2:14]1. (7) Given the reactants [P:1]([O:5][CH2:6][CH2:7][O:8][C:9]1[CH:14]=[CH:13][C:12]([C:15]2[C:20]([C:21]#[N:22])=[C:19]([S:23][CH2:24][C:25]3[N:26]=[C:27]([C:30]4[CH:35]=[CH:34][C:33]([Cl:36])=[CH:32][CH:31]=4)[S:28][CH:29]=3)[N:18]=[C:17]([NH2:37])[C:16]=2[C:38]#[N:39])=[CH:11][CH:10]=1)([OH:4])([OH:3])=[O:2].O.O.O.C([O-])(=O)C.[Ca+2:47].C([O-])(=O)C, predict the reaction product. The product is: [Ca:47].[P:1]([O:5][CH2:6][CH2:7][O:8][C:9]1[CH:10]=[CH:11][C:12]([C:15]2[C:20]([C:21]#[N:22])=[C:19]([S:23][CH2:24][C:25]3[N:26]=[C:27]([C:30]4[CH:31]=[CH:32][C:33]([Cl:36])=[CH:34][CH:35]=4)[S:28][CH:29]=3)[N:18]=[C:17]([NH2:37])[C:16]=2[C:38]#[N:39])=[CH:13][CH:14]=1)([OH:4])([OH:3])=[O:2]. (8) Given the reactants [CH3:1][O:2][CH2:3][CH2:4][NH2:5].CCN=C=NCCCN(C)C.C1C=CC2N(O)N=NC=2C=1.[Cl:27][C:28]1[CH:51]=[C:50]([Cl:52])[CH:49]=[CH:48][C:29]=1[CH2:30][O:31][C:32]1[CH:47]=[CH:46][C:35]2[C:36]([O:42][CH2:43][O:44][CH3:45])=[C:37]([C:39](O)=[O:40])[S:38][C:34]=2[CH:33]=1, predict the reaction product. The product is: [Cl:27][C:28]1[CH:51]=[C:50]([Cl:52])[CH:49]=[CH:48][C:29]=1[CH2:30][O:31][C:32]1[CH:47]=[CH:46][C:35]2[C:36]([O:42][CH2:43][O:44][CH3:45])=[C:37]([C:39]([NH:5][CH2:4][CH2:3][O:2][CH3:1])=[O:40])[S:38][C:34]=2[CH:33]=1.